This data is from Catalyst prediction with 721,799 reactions and 888 catalyst types from USPTO. The task is: Predict which catalyst facilitates the given reaction. (1) Reactant: [O:1]1[CH2:4][C:3](=O)[CH2:2]1.Cl.[CH2:7]([NH:9][C:10]([NH:12][C:13]1[CH:18]=[CH:17][C:16]([C:19]2[N:20]=[C:21]([N:30]3[CH2:35][CH2:34][O:33][CH2:32][CH2:31]3)[C:22]3[CH2:28][CH2:27][NH:26][CH:25]([CH3:29])[C:23]=3[N:24]=2)=[CH:15][CH:14]=1)=[O:11])[CH3:8].C(N(CC)C(C)C)(C)C.C(O[BH-](OC(=O)C)OC(=O)C)(=O)C.[Na+]. Product: [CH2:7]([NH:9][C:10]([NH:12][C:13]1[CH:14]=[CH:15][C:16]([C:19]2[N:20]=[C:21]([N:30]3[CH2:31][CH2:32][O:33][CH2:34][CH2:35]3)[C:22]3[CH2:28][CH2:27][N:26]([CH:3]4[CH2:2][O:1][CH2:4]4)[CH:25]([CH3:29])[C:23]=3[N:24]=2)=[CH:17][CH:18]=1)=[O:11])[CH3:8]. The catalyst class is: 26. (2) Reactant: Cl.[F:2][C:3]1[C:4]([C:28]2[CH:33]=[CH:32][C:31]([O:34][CH3:35])=[CH:30][C:29]=2[F:36])=[CH:5][C:6](=[O:27])[N:7]([CH2:9][CH2:10][C@@:11]([CH3:26])([S:22]([CH3:25])(=[O:24])=[O:23])[C:12]([NH:14][O:15]C2CCCCO2)=[O:13])[CH:8]=1.O. Product: [F:2][C:3]1[C:4]([C:28]2[CH:33]=[CH:32][C:31]([O:34][CH3:35])=[CH:30][C:29]=2[F:36])=[CH:5][C:6](=[O:27])[N:7]([CH2:9][CH2:10][C@@:11]([CH3:26])([S:22]([CH3:25])(=[O:24])=[O:23])[C:12]([NH:14][OH:15])=[O:13])[CH:8]=1. The catalyst class is: 258. (3) Reactant: C1(P(C2C=CC=CC=2)C2C=CC=CC=2)C=CC=CC=1.Br[C:21]([Br:24])(Br)Br.OC[C:27]1[N:32]=[C:31]([CH2:33][O:34][C:35]2[CH:42]=[C:41]([O:43][CH3:44])[CH:40]=[CH:39][C:36]=2[CH:37]=[O:38])[CH:30]=[CH:29][CH:28]=1.C([O-])(O)=O.[Na+]. Product: [Br:24][CH2:21][C:27]1[N:32]=[C:31]([CH2:33][O:34][C:35]2[CH:42]=[C:41]([O:43][CH3:44])[CH:40]=[CH:39][C:36]=2[CH:37]=[O:38])[CH:30]=[CH:29][CH:28]=1. The catalyst class is: 2.